Regression. Given a peptide amino acid sequence and an MHC pseudo amino acid sequence, predict their binding affinity value. This is MHC class II binding data. From a dataset of Peptide-MHC class II binding affinity with 134,281 pairs from IEDB. The peptide sequence is MLWHAMPPELNTARL. The MHC is DRB4_0101 with pseudo-sequence DRB4_0103. The binding affinity (normalized) is 0.558.